This data is from KCNQ2 potassium channel screen with 302,405 compounds. The task is: Binary Classification. Given a drug SMILES string, predict its activity (active/inactive) in a high-throughput screening assay against a specified biological target. (1) The compound is Brc1ccc(S(=O)(=O)Nc2cc(C(=O)NCC(N3CCOCC3)(C)C)ccc2)cc1. The result is 0 (inactive). (2) The molecule is S(CC(=O)N1CCN(CC1)c1ccccc1)c1nn2c(nnc2c2ncccc2)cc1. The result is 0 (inactive). (3) The compound is S(c1n(c2c(n1)cccc2)C)CC(=O)Nc1cc(OC)ccc1. The result is 0 (inactive). (4) The compound is Clc1cc(CNCCNCc2cc(Cl)ccc2)ccc1. The result is 0 (inactive).